From a dataset of Forward reaction prediction with 1.9M reactions from USPTO patents (1976-2016). Predict the product of the given reaction. Given the reactants [NH2:1][C@H:2]([C:7]1[CH:12]=[CH:11][C:10]([O:13][CH2:14][CH2:15][NH:16][C:17]([O:19][C:20]([CH3:23])([CH3:22])[CH3:21])=[O:18])=[CH:9][CH:8]=1)[C:3]([O:5][CH3:6])=[O:4].N1C=CC=CC=1.[CH2:30]([O:34][C:35]1[CH:40]=[CH:39][C:38]([S:41](Cl)(=[O:43])=[O:42])=[CH:37][CH:36]=1)[C:31]#[C:32][CH3:33], predict the reaction product. The product is: [C:20]([O:19][C:17]([NH:16][CH2:15][CH2:14][O:13][C:10]1[CH:9]=[CH:8][C:7]([C@@H:2]([NH:1][S:41]([C:38]2[CH:37]=[CH:36][C:35]([O:34][CH2:30][C:31]#[C:32][CH3:33])=[CH:40][CH:39]=2)(=[O:43])=[O:42])[C:3]([O:5][CH3:6])=[O:4])=[CH:12][CH:11]=1)=[O:18])([CH3:23])([CH3:22])[CH3:21].